Dataset: Reaction yield outcomes from USPTO patents with 853,638 reactions. Task: Predict the reaction yield, written as a fraction of the theoretical maximum amount of product (1.0 means a 100% yield; for example, 0.34 means a 34% yield). (1) The reactants are O.[OH-].[Li+].[CH3:4][O:5][C:6]1[CH:11]=[CH:10][CH:9]=[CH:8][C:7]=1[C:12]1[O:13][C:14]2[CH:20]=[CH:19][C:18]([C:21]([O:23]C)=[O:22])=[CH:17][C:15]=2[CH:16]=1.Cl. The catalyst is O.O1CCCC1. The product is [CH3:4][O:5][C:6]1[CH:11]=[CH:10][CH:9]=[CH:8][C:7]=1[C:12]1[O:13][C:14]2[CH:20]=[CH:19][C:18]([C:21]([OH:23])=[O:22])=[CH:17][C:15]=2[CH:16]=1. The yield is 0.970. (2) The reactants are [N:1]([CH2:4][CH:5]([F:10])[CH2:6][CH2:7][C:8]#[N:9])=[N+:2]=[N-:3].[C:11]([O:15][CH2:16][CH3:17])(=[O:14])[C:12]#[CH:13]. The catalyst is CC(O)(C)C.O. The product is [C:8]([CH2:7][CH2:6][CH:5]([F:10])[CH2:4][N:1]1[CH:13]=[C:12]([C:11]([O:15][CH2:16][CH3:17])=[O:14])[N:3]=[N:2]1)#[N:9]. The yield is 0.620. (3) The reactants are [Br:1][C:2]1[CH:3]=[C:4]([C:8]([O:10][CH3:11])=[O:9])[O:5][C:6]=1Br.C([Mg]Cl)(C)C.O. The catalyst is O1CCCC1. The product is [Br:1][C:2]1[CH:3]=[C:4]([C:8]([O:10][CH3:11])=[O:9])[O:5][CH:6]=1. The yield is 0.560. (4) The reactants are [CH3:1][S:2]([C:5]1[CH:13]=[CH:12][C:8]([C:9](Cl)=[O:10])=[CH:7][CH:6]=1)(=[O:4])=[O:3].[CH2:14]([NH:21][C:22]([C:24]1[S:28][C:27]([NH2:29])=[N:26][C:25]=1[CH3:30])=[O:23])[C:15]1[CH:20]=[CH:19][CH:18]=[CH:17][CH:16]=1. No catalyst specified. The product is [CH2:14]([NH:21][C:22]([C:24]1[S:28][C:27]([NH:29][C:9](=[O:10])[C:8]2[CH:12]=[CH:13][C:5]([S:2]([CH3:1])(=[O:4])=[O:3])=[CH:6][CH:7]=2)=[N:26][C:25]=1[CH3:30])=[O:23])[C:15]1[CH:20]=[CH:19][CH:18]=[CH:17][CH:16]=1. The yield is 0.0900. (5) The reactants are [Cl-].[Al+3].[Cl-].[Cl-].[H-].[Al+3].[Li+].[H-].[H-].[H-].[Br:11][C:12]1[CH:13]=[C:14]([S:18][C:19]2[N:23]([C:24]3[CH:29]=[C:28]([F:30])[CH:27]=[CH:26][C:25]=3[F:31])[N:22]=[C:21]([C:32]([NH:34][CH3:35])=O)[CH:20]=2)[CH:15]=[CH:16][CH:17]=1.[OH-].[Na+]. The yield is 0.900. The product is [Br:11][C:12]1[CH:13]=[C:14]([S:18][C:19]2[N:23]([C:24]3[CH:29]=[C:28]([F:30])[CH:27]=[CH:26][C:25]=3[F:31])[N:22]=[C:21]([CH2:32][NH:34][CH3:35])[CH:20]=2)[CH:15]=[CH:16][CH:17]=1. The catalyst is O1CCCC1.